From a dataset of NCI-60 drug combinations with 297,098 pairs across 59 cell lines. Regression. Given two drug SMILES strings and cell line genomic features, predict the synergy score measuring deviation from expected non-interaction effect. (1) Drug 1: C1C(C(OC1N2C=C(C(=O)NC2=O)F)CO)O. Drug 2: C1=NC2=C(N=C(N=C2N1C3C(C(C(O3)CO)O)O)F)N. Cell line: SF-268. Synergy scores: CSS=49.9, Synergy_ZIP=3.76, Synergy_Bliss=5.43, Synergy_Loewe=-53.5, Synergy_HSA=4.38. (2) Drug 1: CC12CCC3C(C1CCC2=O)CC(=C)C4=CC(=O)C=CC34C. Drug 2: CC1=C(C(CCC1)(C)C)C=CC(=CC=CC(=CC(=O)O)C)C. Cell line: T-47D. Synergy scores: CSS=13.3, Synergy_ZIP=-7.99, Synergy_Bliss=-3.84, Synergy_Loewe=-2.94, Synergy_HSA=-2.68. (3) Drug 1: C1=NC2=C(N=C(N=C2N1C3C(C(C(O3)CO)O)F)Cl)N. Drug 2: CC1CCC2CC(C(=CC=CC=CC(CC(C(=O)C(C(C(=CC(C(=O)CC(OC(=O)C3CCCCN3C(=O)C(=O)C1(O2)O)C(C)CC4CCC(C(C4)OC)OCCO)C)C)O)OC)C)C)C)OC. Cell line: U251. Synergy scores: CSS=-5.23, Synergy_ZIP=5.40, Synergy_Bliss=1.43, Synergy_Loewe=-8.89, Synergy_HSA=-5.63. (4) Drug 1: CCC1(CC2CC(C3=C(CCN(C2)C1)C4=CC=CC=C4N3)(C5=C(C=C6C(=C5)C78CCN9C7C(C=CC9)(C(C(C8N6C=O)(C(=O)OC)O)OC(=O)C)CC)OC)C(=O)OC)O.OS(=O)(=O)O. Drug 2: CC12CCC3C(C1CCC2OP(=O)(O)O)CCC4=C3C=CC(=C4)OC(=O)N(CCCl)CCCl.[Na+]. Cell line: SNB-75. Synergy scores: CSS=-1.50, Synergy_ZIP=-3.02, Synergy_Bliss=-6.01, Synergy_Loewe=-9.30, Synergy_HSA=-8.98. (5) Drug 1: CCC1=CC2CC(C3=C(CN(C2)C1)C4=CC=CC=C4N3)(C5=C(C=C6C(=C5)C78CCN9C7C(C=CC9)(C(C(C8N6C)(C(=O)OC)O)OC(=O)C)CC)OC)C(=O)OC.C(C(C(=O)O)O)(C(=O)O)O. Drug 2: CC1CCCC2(C(O2)CC(NC(=O)CC(C(C(=O)C(C1O)C)(C)C)O)C(=CC3=CSC(=N3)C)C)C. Cell line: SK-MEL-5. Synergy scores: CSS=23.6, Synergy_ZIP=1.77, Synergy_Bliss=3.43, Synergy_Loewe=0.192, Synergy_HSA=1.93. (6) Drug 1: C(CC(=O)O)C(=O)CN.Cl. Cell line: SF-268. Synergy scores: CSS=29.6, Synergy_ZIP=-7.83, Synergy_Bliss=-1.47, Synergy_Loewe=1.02, Synergy_HSA=0.236. Drug 2: C1C(C(OC1N2C=NC3=C2NC=NCC3O)CO)O. (7) Drug 1: CCN(CC)CCNC(=O)C1=C(NC(=C1C)C=C2C3=C(C=CC(=C3)F)NC2=O)C. Drug 2: N.N.Cl[Pt+2]Cl. Cell line: RXF 393. Synergy scores: CSS=13.2, Synergy_ZIP=0.825, Synergy_Bliss=0.0724, Synergy_Loewe=-4.51, Synergy_HSA=-1.74.